This data is from Forward reaction prediction with 1.9M reactions from USPTO patents (1976-2016). The task is: Predict the product of the given reaction. Given the reactants [Cl:1][C:2]1[CH:7]=[CH:6][C:5]([NH:8][C:9]([CH:11]2[CH2:16][N:15]([C:17](=[O:29])[C:18]3[CH:23]=[CH:22][CH:21]=[C:20]([C:24]4[O:25][CH:26]=[CH:27][CH:28]=4)[CH:19]=3)[CH2:14][CH2:13][NH:12]2)=[O:10])=[CH:4][CH:3]=1.[N:30]([CH:33]([CH3:35])[CH3:34])=[C:31]=[O:32], predict the reaction product. The product is: [Cl:1][C:2]1[CH:7]=[CH:6][C:5]([NH:8][C:9]([CH:11]2[CH2:16][N:15]([C:17](=[O:29])[C:18]3[CH:23]=[CH:22][CH:21]=[C:20]([C:24]4[O:25][CH:26]=[CH:27][CH:28]=4)[CH:19]=3)[CH2:14][CH2:13][N:12]2[C:31]([NH:30][CH:33]([CH3:35])[CH3:34])=[O:32])=[O:10])=[CH:4][CH:3]=1.